This data is from Peptide-MHC class II binding affinity with 134,281 pairs from IEDB. The task is: Regression. Given a peptide amino acid sequence and an MHC pseudo amino acid sequence, predict their binding affinity value. This is MHC class II binding data. (1) The peptide sequence is KMMNMEAANLAEVRS. The MHC is DRB5_0101 with pseudo-sequence DRB5_0101. The binding affinity (normalized) is 0.574. (2) The peptide sequence is DWQQVPFCSHHFHELIM. The MHC is DRB1_0404 with pseudo-sequence DRB1_0404. The binding affinity (normalized) is 0.310. (3) The peptide sequence is VLEWRFDSRLAFHHV. The MHC is HLA-DPA10201-DPB10101 with pseudo-sequence HLA-DPA10201-DPB10101. The binding affinity (normalized) is 0.435. (4) The peptide sequence is AAATATATAAVGAAT. The MHC is HLA-DPA10201-DPB10501 with pseudo-sequence HLA-DPA10201-DPB10501. The binding affinity (normalized) is 0. (5) The peptide sequence is LKKLVFGYRKPLDNI. The MHC is HLA-DQA10101-DQB10501 with pseudo-sequence HLA-DQA10101-DQB10501. The binding affinity (normalized) is 0.401.